From a dataset of Full USPTO retrosynthesis dataset with 1.9M reactions from patents (1976-2016). Predict the reactants needed to synthesize the given product. (1) The reactants are: [C:1]1(B(O)O)[CH:6]=[CH:5][CH:4]=[CH:3][CH:2]=1.Cl[C:11]1[CH:17]=[CH:16][CH:15]=[CH:14][C:12]=1[NH2:13].C1(P(C2CCCCC2)C2CCCCC2)CCCCC1.P([O-])([O-])([O-])=O.[K+].[K+].[K+].O. Given the product [NH2:13][C:12]1[CH:14]=[CH:15][CH:16]=[CH:17][C:11]=1[C:1]1[CH:6]=[CH:5][CH:4]=[CH:3][CH:2]=1, predict the reactants needed to synthesize it. (2) The reactants are: Br[C:2]1C=CC(N)=NC=1.C(C1C=CC(B(O)O)=CC=1)(O)=O.[NH2:21][C:22]1[CH:27]=[CH:26][C:25]([C:28]2[CH:36]=[CH:35][C:31]([C:32]([OH:34])=[O:33])=[CH:30][CH:29]=2)=[CH:24][N:23]=1.S(=O)(=O)(O)O.C(=O)(O)[O-].[Na+]. Given the product [NH2:21][C:22]1[CH:27]=[CH:26][C:25]([C:28]2[CH:36]=[CH:35][C:31]([C:32]([O:34][CH3:2])=[O:33])=[CH:30][CH:29]=2)=[CH:24][N:23]=1, predict the reactants needed to synthesize it.